This data is from Reaction yield outcomes from USPTO patents with 853,638 reactions. The task is: Predict the reaction yield, written as a fraction of the theoretical maximum amount of product (1.0 means a 100% yield; for example, 0.34 means a 34% yield). (1) The reactants are F[C:2]1[CH:3]=[C:4]([CH3:11])[CH:5]=[CH:6][C:7]=1[N+:8]([O-:10])=[O:9].[CH3:12][C:13]1[CH:19]=[CH:18][C:16]([NH2:17])=[C:15]([O:20][CH2:21][CH2:22][CH2:23][CH3:24])[CH:14]=1.[NH2:25][C:26]1[S:27][CH:28]=[CH:29][N:30]=1.[CH2:31]([OH:35])CCC. No catalyst specified. The product is [CH2:15]([O:20][C:2]1[CH:3]=[C:4]([CH3:11])[CH:5]=[CH:6][C:7]=1[N+:8]([O-:10])=[O:9])[CH2:14][CH2:13][CH3:12].[CH2:21]([O:20][C:15]1[CH:14]=[C:13]([CH3:12])[CH:19]=[CH:18][C:16]=1[NH:17][C:31]([NH:25][C:26]1[S:27][CH:28]=[CH:29][N:30]=1)=[O:35])[CH2:22][CH2:23][CH3:24]. The yield is 0.750. (2) The reactants are [C:1]([O:5][C:6](=[O:43])[N:7]([C@H:9]([C:11](=[O:42])[NH:12][C@@H:13]1[C:19](=[O:20])[N:18]([CH2:21][C:22]2[C:31]3[C:26](=[CH:27][C:28]([C:32](=[NH:35])[NH:33][NH2:34])=[CH:29][CH:30]=3)[CH:25]=[CH:24][C:23]=2[O:36][CH3:37])[C:17]2[CH:38]=[CH:39][CH:40]=[CH:41][C:16]=2[CH2:15][CH2:14]1)[CH3:10])[CH3:8])([CH3:4])([CH3:3])[CH3:2].C(Cl)Cl.[F:47][C:48]([F:59])([F:58])[C:49](O[C:49](=O)[C:48]([F:59])([F:58])[F:47])=O. The catalyst is [Cl-].[Na+].O.O. The product is [C:1]([O:5][C:6](=[O:43])[N:7]([C@H:9]([C:11](=[O:42])[NH:12][C@@H:13]1[C:19](=[O:20])[N:18]([CH2:21][C:22]2[C:31]3[C:26](=[CH:27][C:28]([C:32]4[NH:35][C:49]([C:48]([F:59])([F:58])[F:47])=[N:34][N:33]=4)=[CH:29][CH:30]=3)[CH:25]=[CH:24][C:23]=2[O:36][CH3:37])[C:17]2[CH:38]=[CH:39][CH:40]=[CH:41][C:16]=2[CH2:15][CH2:14]1)[CH3:10])[CH3:8])([CH3:2])([CH3:3])[CH3:4]. The yield is 0.320. (3) The product is [F:1][C:2]1[CH:7]=[CH:6][C:5]([CH:8]2[C:13]3=[N:14][NH:15][C:16](=[O:21])[C:17]4[CH:18]=[CH:19][CH:20]=[C:11]([C:12]=43)[NH:10][CH:9]2[C:22]2[CH:23]=[CH:24][C:25]([CH2:26][N:34]3[CH2:38][CH2:37][CH2:36][CH2:35]3)=[CH:28][CH:29]=2)=[CH:4][CH:3]=1. The catalyst is C(Cl)Cl.C(OCC)(=O)C. The yield is 0.260. The reactants are [F:1][C:2]1[CH:7]=[CH:6][C:5]([CH:8]2[C:13]3=[N:14][NH:15][C:16](=[O:21])[C:17]4[CH:18]=[CH:19][CH:20]=[C:11]([C:12]=43)[NH:10][CH:9]2[C:22]2[CH:29]=[CH:28][C:25]([CH:26]=O)=[CH:24][CH:23]=2)=[CH:4][CH:3]=1.CC(O)=O.[NH:34]1[CH2:38][CH2:37][CH2:36][CH2:35]1.[BH-](OC(C)=O)(OC(C)=O)OC(C)=O.[Na+].Cl. (4) The reactants are [CH3:1][O:2][CH2:3][C:4]1[N:9]=[CH:8][C:7]([O:10][C:11]2[CH:12]=[C:13]3[C:17](=[C:18]([O:20][CH:21]4[CH2:26][CH2:25][O:24][CH2:23][CH2:22]4)[CH:19]=2)[NH:16][C:15]([C:27](=[S:29])[NH2:28])=[CH:14]3)=[CH:6][CH:5]=1.[C:30]([O:35][CH2:36][CH3:37])(=[O:34])[C:31]#[C:32][CH3:33].C(P(CCCC)CCCC)CCC.C(OCC)(=O)C. The catalyst is O1CCCC1.C1(C)C=CC=CC=1.CCCCCC. The product is [CH2:36]([O:35][C:30](=[O:34])[CH2:31][CH:32]1[S:29][C:27]([C:15]2[NH:16][C:17]3[C:13]([CH:14]=2)=[CH:12][C:11]([O:10][C:7]2[CH:8]=[N:9][C:4]([CH2:3][O:2][CH3:1])=[CH:5][CH:6]=2)=[CH:19][C:18]=3[O:20][CH:21]2[CH2:26][CH2:25][O:24][CH2:23][CH2:22]2)=[N:28][CH2:33]1)[CH3:37]. The yield is 0.660. (5) The catalyst is CO. The product is [Cl:1][C:2]1[CH:3]=[C:4]([C:10]2([C:27]([F:30])([F:29])[F:28])[CH2:14][CH2:13][N:12]([C:15]3[N:20]=[C:19]([C:21]([F:24])([F:23])[F:22])[C:18]([CH2:25][NH2:42])=[CH:17][N:16]=3)[CH2:11]2)[CH:5]=[C:6]([Cl:9])[C:7]=1[Cl:8]. The reactants are [Cl:1][C:2]1[CH:3]=[C:4]([C:10]2([C:27]([F:30])([F:29])[F:28])[CH2:14][CH2:13][N:12]([C:15]3[N:20]=[C:19]([C:21]([F:24])([F:23])[F:22])[C:18]([CH2:25]O)=[CH:17][N:16]=3)[CH2:11]2)[CH:5]=[C:6]([Cl:9])[C:7]=1[Cl:8].O1CCCC1.CS(Cl)(=O)=O.O.[NH3:42]. The yield is 0.450.